The task is: Predict the product of the given reaction.. This data is from Forward reaction prediction with 1.9M reactions from USPTO patents (1976-2016). (1) Given the reactants C([Li])CCC.[CH3:6][C:7]([CH3:21])([CH3:20])[CH2:8][C:9]1[N:10]=[CH:11][N:12]([S:14]([N:17]([CH3:19])[CH3:18])(=[O:16])=[O:15])[CH:13]=1.CN(C)[CH:24]=[O:25], predict the reaction product. The product is: [CH3:6][C:7]([CH3:21])([CH3:20])[CH2:8][C:9]1[N:10]=[C:11]([CH:24]=[O:25])[N:12]([S:14]([N:17]([CH3:19])[CH3:18])(=[O:16])=[O:15])[CH:13]=1. (2) Given the reactants C1C=CC(N([S:8]([C:11]([F:14])([F:13])[F:12])(=[O:10])=[O:9])[S:8]([C:11]([F:14])([F:13])[F:12])(=[O:10])=[O:9])=CC=1.[OH:22][C:23]1[CH:28]=[CH:27][C:26]([N:29]2[C:33]3=[N:34][CH:35]=[CH:36][CH:37]=[C:32]3[N:31]([CH2:38][O:39][CH2:40][CH2:41][Si:42]([CH3:45])([CH3:44])[CH3:43])[C:30]2=[O:46])=[CH:25][CH:24]=1.C(N(CC)CC)C.[Cl-].[Cl-].[Ca+2], predict the reaction product. The product is: [F:12][C:11]([F:14])([F:13])[S:8]([O:22][C:23]1[CH:28]=[CH:27][C:26]([N:29]2[C:33]3=[N:34][CH:35]=[CH:36][CH:37]=[C:32]3[N:31]([CH2:38][O:39][CH2:40][CH2:41][Si:42]([CH3:43])([CH3:45])[CH3:44])[C:30]2=[O:46])=[CH:25][CH:24]=1)(=[O:10])=[O:9]. (3) The product is: [NH2:9][C@H:10]([C:15]1[CH:20]=[CH:19][CH:18]=[CH:17][CH:16]=1)[C@H:11]([CH3:14])[C:12]([OH:13])=[O:21]. Given the reactants COC1C=CC([NH:9][C@H:10]([C:15]2[CH:20]=[CH:19][CH:18]=[CH:17][CH:16]=2)[C@H:11]([CH3:14])[CH2:12][OH:13])=CC=1.[OH:21]S(O)(=O)=O, predict the reaction product. (4) Given the reactants [F:1][C:2]1[CH:3]=[CH:4][C:5]([C:11]2[N:16]=[CH:15][CH:14]=[CH:13][N:12]=2)=[C:6]([CH:10]=1)[C:7]([OH:9])=O.N1C2C(=NC=CC=2)N(O)N=1.C(Cl)CCl.C(N(CC)CC)C.Cl.[CH2:39]([C:41]1[C:42]([NH:51][C@H:52]2[CH2:56][CH2:55][CH2:54][C@@H:53]2[NH2:57])=[N:43][CH:44]=[C:45]([C:47]([F:50])([F:49])[F:48])[N:46]=1)[CH3:40], predict the reaction product. The product is: [CH2:39]([C:41]1[C:42]([NH:51][C@H:52]2[CH2:56][CH2:55][CH2:54][C@@H:53]2[NH:57][C:7](=[O:9])[C:6]2[CH:10]=[C:2]([F:1])[CH:3]=[CH:4][C:5]=2[C:11]2[N:16]=[CH:15][CH:14]=[CH:13][N:12]=2)=[N:43][CH:44]=[C:45]([C:47]([F:50])([F:48])[F:49])[N:46]=1)[CH3:40]. (5) The product is: [Cl:1][C:2]1[N:3]=[C:4]([N:8]2[C:27]([C:28]([F:29])([F:30])[F:31])=[C:21]([C:22]([O:24][CH2:25][CH3:26])=[O:23])[CH:20]=[N:9]2)[CH:5]=[CH:6][CH:7]=1. Given the reactants [Cl:1][C:2]1[CH:7]=[CH:6][CH:5]=[C:4]([NH:8][NH2:9])[N:3]=1.C(N(CC)CC)C.C(O[CH:20]=[C:21]([C:27](=O)[C:28]([F:31])([F:30])[F:29])[C:22]([O:24][CH2:25][CH3:26])=[O:23])C, predict the reaction product. (6) Given the reactants [C:1]1([C:7]2[O:11][N:10]=[C:9]([C:12]([OH:14])=[O:13])[C:8]=2[C:15]([F:18])([F:17])[F:16])[CH:6]=[CH:5][CH:4]=[CH:3][CH:2]=1.Cl[CH2:20]Cl, predict the reaction product. The product is: [C:1]1([C:7]2[O:11][N:10]=[C:9]([C:12]([O:14][CH3:20])=[O:13])[C:8]=2[C:15]([F:17])([F:18])[F:16])[CH:2]=[CH:3][CH:4]=[CH:5][CH:6]=1. (7) The product is: [C:11]([N:7]1[CH2:8][CH2:9][CH2:10][N:4]([CH:1]([CH3:3])[CH3:2])[CH2:5][CH2:6]1)([O:13][C:14]([CH3:17])([CH3:16])[CH3:15])=[O:12]. Given the reactants [CH:1]([N:4]1[CH2:10][CH2:9][CH2:8][NH:7][CH2:6][CH2:5]1)([CH3:3])[CH3:2].[C:11](N1CCCNCC1)([O:13][C:14]([CH3:17])([CH3:16])[CH3:15])=[O:12].CC(C)=O.[BH-](OC(C)=O)(OC(C)=O)OC(C)=O.[Na+], predict the reaction product.